This data is from Forward reaction prediction with 1.9M reactions from USPTO patents (1976-2016). The task is: Predict the product of the given reaction. (1) Given the reactants [N+:1]([C:4]1[N:5]=[CH:6][N:7]([CH2:9][C:10]#[N:11])[CH:8]=1)([O-])=O.[H][H].[Cl:14][C:15]1[N:20]=[C:19](Cl)[N:18]=[C:17]([Cl:22])[N:16]=1, predict the reaction product. The product is: [Cl:14][C:15]1[N:16]=[C:17]([Cl:22])[N:18]=[C:19]([NH:1][C:4]2[N:5]=[CH:6][N:7]([CH2:9][C:10]#[N:11])[CH:8]=2)[N:20]=1. (2) Given the reactants C[C:2]1(C)[O:6][C:5](=[CH:7][C:8]([N:10]([CH2:13][C:14]2[CH:19]=[CH:18][C:17]([F:20])=[CH:16][C:15]=2S(C)(=O)=O)[O:11][CH3:12])=[O:9])[C:4](=[O:25])[O:3]1, predict the reaction product. The product is: [CH3:2][O:3][C:4](=[O:25])[C:5]([OH:6])=[CH:7][C:8](=[O:9])[N:10]([CH2:13][C:14]1[CH:15]=[CH:16][C:17]([F:20])=[CH:18][CH:19]=1)[O:11][CH3:12]. (3) Given the reactants O[CH:2]([CH:25]1[S:29][C:28](=[O:30])[NH:27][C:26]1=[O:31])[CH2:3][C@H:4]1[CH2:9][CH2:8][CH2:7][C@@H:6]([O:10][CH2:11][C:12]2[N:13]=[C:14]([C:18]3[CH:19]=[C:20]([CH3:24])[CH:21]=[CH:22][CH:23]=3)[O:15][C:16]=2[CH3:17])[CH2:5]1.C(N(CC)CC)C.S(Cl)(C)(=O)=O, predict the reaction product. The product is: [CH3:17][C:16]1[O:15][C:14]([C:18]2[CH:19]=[C:20]([CH3:24])[CH:21]=[CH:22][CH:23]=2)=[N:13][C:12]=1[CH2:11][O:10][C@@H:6]1[CH2:7][CH2:8][CH2:9][C@H:4]([CH2:3][CH:2]=[C:25]2[S:29][C:28](=[O:30])[NH:27][C:26]2=[O:31])[CH2:5]1. (4) Given the reactants [H-].[Na+].[O:3]=[C:4]1[NH:12][C:11]2[C:6](=[N:7][C:8]([C:13]3[N:17]4[CH:18]=[C:19]([C:22]#[N:23])[CH:20]=[CH:21][C:16]4=[N:15][CH:14]=3)=[N:9][CH:10]=2)[N:5]1[CH:24]1[CH2:29][CH2:28][O:27][CH2:26][CH2:25]1.Cl[CH2:31][C@@H:32]1[CH2:34][O:33]1, predict the reaction product. The product is: [O:33]1[CH2:34][C@H:32]1[CH2:31][N:12]1[C:11]2[C:6](=[N:7][C:8]([C:13]3[N:17]4[CH:18]=[C:19]([C:22]#[N:23])[CH:20]=[CH:21][C:16]4=[N:15][CH:14]=3)=[N:9][CH:10]=2)[N:5]([CH:24]2[CH2:29][CH2:28][O:27][CH2:26][CH2:25]2)[C:4]1=[O:3]. (5) Given the reactants Cl[C:2]1[N:6]=[C:5]([CH:7]2[CH2:12][CH:11]([C:13]3[CH:18]=[CH:17][C:16]([C:19]([F:22])([F:21])[F:20])=[CH:15][CH:14]=3)[CH2:10][N:9]([C:23]([N:25]3[CH2:30][CH2:29][O:28][CH2:27][CH2:26]3)=[O:24])[CH2:8]2)[O:4][N:3]=1.[CH3:31][NH:32][CH3:33], predict the reaction product. The product is: [CH3:31][N:32]([CH3:33])[C:2]1[N:6]=[C:5]([CH:7]2[CH2:12][CH:11]([C:13]3[CH:18]=[CH:17][C:16]([C:19]([F:22])([F:21])[F:20])=[CH:15][CH:14]=3)[CH2:10][N:9]([C:23]([N:25]3[CH2:30][CH2:29][O:28][CH2:27][CH2:26]3)=[O:24])[CH2:8]2)[O:4][N:3]=1. (6) Given the reactants [Br:1][C:2]1[CH:28]=[N:27][C:5]2[O:6][CH2:7][C:8](=[O:26])[N:9]([CH2:10][CH2:11][N:12]3[CH2:17][CH2:16][CH:15]([NH:18]C(=O)OC(C)(C)C)[CH2:14][CH2:13]3)[C:4]=2[CH:3]=1.NC1CCN(CCN2C3C(=CC=C(C#N)C=3)C=CC2=O)CC1, predict the reaction product. The product is: [NH2:18][CH:15]1[CH2:14][CH2:13][N:12]([CH2:11][CH2:10][N:9]2[C:8](=[O:26])[CH2:7][O:6][C:5]3[N:27]=[CH:28][C:2]([Br:1])=[CH:3][C:4]2=3)[CH2:17][CH2:16]1. (7) Given the reactants [Cl:1][C:2]1[CH:3]=[CH:4][C:5]([OH:11])=[C:6]([CH:10]=1)[C:7]([NH2:9])=[O:8].N1C=CC=CC=1.Cl[C:19](OCC)=[O:20].Cl, predict the reaction product. The product is: [Cl:1][C:2]1[CH:3]=[CH:4][C:5]2[O:11][C:19](=[O:20])[NH:9][C:7](=[O:8])[C:6]=2[CH:10]=1. (8) Given the reactants C([O-])=O.[NH4+].C([O:12][CH2:13][CH2:14][C:15]([N:17]1[C:26]2[C:21](=[CH:22][CH:23]=[CH:24][CH:25]=2)[CH2:20][CH2:19][CH:18]1[CH2:27][N:28]1[CH2:33][CH2:32][N:31]([C:34]2[CH:39]=[CH:38][CH:37]=[CH:36][C:35]=2[O:40][CH2:41][C:42]([F:45])([F:44])[F:43])[CH2:30][CH2:29]1)=[O:16])C1C=CC=CC=1, predict the reaction product. The product is: [OH:12][CH2:13][CH2:14][C:15]([N:17]1[C:26]2[C:21](=[CH:22][CH:23]=[CH:24][CH:25]=2)[CH2:20][CH2:19][CH:18]1[CH2:27][N:28]1[CH2:29][CH2:30][N:31]([C:34]2[CH:39]=[CH:38][CH:37]=[CH:36][C:35]=2[O:40][CH2:41][C:42]([F:43])([F:44])[F:45])[CH2:32][CH2:33]1)=[O:16].